This data is from Forward reaction prediction with 1.9M reactions from USPTO patents (1976-2016). The task is: Predict the product of the given reaction. (1) Given the reactants CON(C)[C:4](=[O:20])[CH:5]([O:18][CH3:19])[C:6]1[CH:11]=[CH:10][C:9]([N:12]2[CH2:17][CH2:16][O:15][CH2:14][CH2:13]2)=[CH:8][CH:7]=1.CC(C[AlH]CC(C)C)C, predict the reaction product. The product is: [CH3:19][O:18][CH:5]([C:6]1[CH:7]=[CH:8][C:9]([N:12]2[CH2:17][CH2:16][O:15][CH2:14][CH2:13]2)=[CH:10][CH:11]=1)[CH:4]=[O:20]. (2) The product is: [ClH:1].[CH2:13]([O:20][C:21]1[CH:22]=[CH:23][C:24]([NH:25][C:2]2[C:11]3[C:6](=[CH:7][CH:8]=[C:9]([I:12])[CH:10]=3)[N:5]=[CH:4][N:3]=2)=[CH:26][CH:27]=1)[C:14]1[CH:15]=[CH:16][CH:17]=[CH:18][CH:19]=1. Given the reactants [Cl:1][C:2]1[C:11]2[C:6](=[CH:7][CH:8]=[C:9]([I:12])[CH:10]=2)[N:5]=[CH:4][N:3]=1.[CH2:13]([O:20][C:21]1[CH:27]=[CH:26][C:24]([NH2:25])=[CH:23][CH:22]=1)[C:14]1[CH:19]=[CH:18][CH:17]=[CH:16][CH:15]=1, predict the reaction product. (3) Given the reactants [N:1]1[CH:6]=[CH:5][C:4]([CH2:7][C:8]([O:10][CH2:11][CH3:12])=[O:9])=[CH:3][CH:2]=1.C(O)[C:14]1[CH:19]=[CH:18]C=[CH:16][CH:15]=1.C(=O)([O-])[O-].[K+].[K+], predict the reaction product. The product is: [N:1]1[CH:6]=[CH:5][C:4]([CH2:7][C:8]([O:10][CH2:11][C:12]2[CH:18]=[CH:19][CH:14]=[CH:15][CH:16]=2)=[O:9])=[CH:3][CH:2]=1. (4) Given the reactants I([O-])(=O)(=O)=O.[Na+].CC1(C)C(C)(C)[O:11][B:10]([C:15]2[CH2:16][CH2:17][N:18]([C:21]([O:23][C:24]([CH3:27])([CH3:26])[CH3:25])=[O:22])[CH2:19][CH:20]=2)[O:9]1.C([O-])(=O)C.[NH4+], predict the reaction product. The product is: [CH3:27][C:24]([O:23][C:21]([N:18]1[CH2:17][CH:16]=[C:15]([B:10]([OH:11])[OH:9])[CH2:20][CH2:19]1)=[O:22])([CH3:25])[CH3:26]. (5) Given the reactants [OH:1][C:2]1[C:11]2[C:6](=[CH:7][CH:8]=[CH:9][CH:10]=2)[C:5]([CH2:17][CH2:18][CH:19]([CH3:21])[CH3:20])([CH2:12][CH2:13][CH:14]([CH3:16])[CH3:15])[C:4](=[O:22])[C:3]=1C(OC)=O.C(C1(CCCC)C2C(=CC=CC=2)C(O)=C(C(OCC)=O)C1=O)CCC, predict the reaction product. The product is: [OH:1][C:2]1[C:11]2[C:6](=[CH:7][CH:8]=[CH:9][CH:10]=2)[C:5]([CH2:17][CH2:18][CH:19]([CH3:21])[CH3:20])([CH2:12][CH2:13][CH:14]([CH3:15])[CH3:16])[C:4](=[O:22])[CH:3]=1.